From a dataset of NCI-60 drug combinations with 297,098 pairs across 59 cell lines. Regression. Given two drug SMILES strings and cell line genomic features, predict the synergy score measuring deviation from expected non-interaction effect. Drug 1: C(=O)(N)NO. Cell line: NCIH23. Synergy scores: CSS=-5.00, Synergy_ZIP=4.65, Synergy_Bliss=6.65, Synergy_Loewe=-0.834, Synergy_HSA=-1.39. Drug 2: CN(C(=O)NC(C=O)C(C(C(CO)O)O)O)N=O.